This data is from Catalyst prediction with 721,799 reactions and 888 catalyst types from USPTO. The task is: Predict which catalyst facilitates the given reaction. Reactant: [C:1]([O:5][C:6]([N:8]1[CH2:13][CH2:12][N:11]([C:14]2[C:15](=[O:33])[N:16]([CH2:29][CH:30]([CH3:32])[CH3:31])[N:17]=[C:18]([C:21]3[CH:26]=[CH:25][C:24](C)=[C:23](F)[CH:22]=3)[C:19]=2[CH3:20])[CH2:10][CH2:9]1)=[O:7])([CH3:4])([CH3:3])[CH3:2].C(N1C(=O)C(OS(C)(=O)=O)=CC(C2C=CC=CC=2)=N1)C(C)C.N1(C(OC(C)(C)C)=O)CCNCC1. Product: [C:1]([O:5][C:6]([N:8]1[CH2:13][CH2:12][N:11]([C:14]2[C:15](=[O:33])[N:16]([CH2:29][CH:30]([CH3:31])[CH3:32])[N:17]=[C:18]([C:21]3[CH:22]=[CH:23][CH:24]=[CH:25][CH:26]=3)[C:19]=2[CH3:20])[CH2:10][CH2:9]1)=[O:7])([CH3:4])([CH3:3])[CH3:2]. The catalyst class is: 9.